From a dataset of Peptide-MHC class I binding affinity with 185,985 pairs from IEDB/IMGT. Regression. Given a peptide amino acid sequence and an MHC pseudo amino acid sequence, predict their binding affinity value. This is MHC class I binding data. (1) The MHC is HLA-A03:01 with pseudo-sequence HLA-A03:01. The binding affinity (normalized) is 0.392. The peptide sequence is FLFILLLCLI. (2) The peptide sequence is NTIEELSGY. The MHC is HLA-A02:50 with pseudo-sequence HLA-A02:50. The binding affinity (normalized) is 0.0847. (3) The peptide sequence is CSKLNLSPL. The MHC is H-2-Db with pseudo-sequence H-2-Db. The binding affinity (normalized) is 0.516. (4) The peptide sequence is LLARFGLEK. The MHC is HLA-A31:01 with pseudo-sequence HLA-A31:01. The binding affinity (normalized) is 0.330. (5) The peptide sequence is KLFGFGAQF. The MHC is HLA-A01:01 with pseudo-sequence HLA-A01:01. The binding affinity (normalized) is 0.0847. (6) The MHC is HLA-A02:03 with pseudo-sequence HLA-A02:03. The peptide sequence is VLQAGFFLL. The binding affinity (normalized) is 0.281.